Dataset: Blood-brain barrier penetration binary classification data from Martins et al.. Task: Regression/Classification. Given a drug SMILES string, predict its absorption, distribution, metabolism, or excretion properties. Task type varies by dataset: regression for continuous measurements (e.g., permeability, clearance, half-life) or binary classification for categorical outcomes (e.g., BBB penetration, CYP inhibition). Dataset: bbb_martins. (1) The compound is COC1(F)C(F)(F)C1(F)Cl. The result is 1 (penetrates BBB). (2) The molecule is C[C@@H]1CC2[C@@H]3C[C@H](F)C4=CC(=O)C(Cl)=C[C@]4(C)[C@@]3(F)[C@@H](O)C[C@]2(C)[C@@]1(O)C(=O)CO. The result is 1 (penetrates BBB). (3) The molecule is CC(C)(C)NC(=O)[C@@H]1C[C@@H]2CCCC[C@@H]2CN1C[C@@H](O)[C@H](Cc1ccccc1)NC(=O)[C@H](CC(N)=O)NC(=O)c1ccc2ccccc2n1. The result is 0 (does not penetrate BBB). (4) The compound is CCCCCCC(C)(C)c1cc(O)c2c(c1)OC(C)(C)[C@@H]1CCC(=O)C[C@@H]21. The result is 1 (penetrates BBB). (5) The molecule is COC(=O)[C@@]1(O)CC[C@H]2C3CCC(=O)C4C(=O)C=CC4(C)[C@H]3C(O)CC21C. The result is 1 (penetrates BBB). (6) The drug is CC(C)C1(C(C)C)OCC(CO)O1. The result is 1 (penetrates BBB).